From a dataset of Forward reaction prediction with 1.9M reactions from USPTO patents (1976-2016). Predict the product of the given reaction. (1) Given the reactants [OH:1][C@H:2]1[CH2:6][N:5]([CH2:7][CH2:8][N:9]2[C:18]3[C:13](=[N:14][CH:15]=[C:16]([O:19][CH3:20])[CH:17]=3)[CH:12]=[CH:11][C:10]2=[O:21])[CH2:4][C@H:3]1[CH2:22][NH:23]C(=O)OCC1C=CC=CC=1, predict the reaction product. The product is: [NH2:23][CH2:22][C@H:3]1[C@@H:2]([OH:1])[CH2:6][N:5]([CH2:7][CH2:8][N:9]2[C:18]3[C:13](=[N:14][CH:15]=[C:16]([O:19][CH3:20])[CH:17]=3)[CH:12]=[CH:11][C:10]2=[O:21])[CH2:4]1. (2) Given the reactants [Na].[CH3:2][O:3][CH:4]([O:12]C)[C:5](=[CH:10]O)[C:6](OC)=O.Cl.[C:15]([NH:19][NH2:20])([CH3:18])([CH3:17])[CH3:16].O, predict the reaction product. The product is: [C:15]([N:19]1[CH:10]=[C:5]([C:4]([O:3][CH3:2])=[O:12])[CH:6]=[N:20]1)([CH3:18])([CH3:17])[CH3:16]. (3) Given the reactants [F:1][C:2]1[CH:7]=[CH:6][C:5]([C:8]([C:10]2[CH:15]=[CH:14][C:13]([F:16])=[CH:12][CH:11]=2)=O)=[CH:4][CH:3]=1.[Br:17][C:18]1[CH:23]=[CH:22][C:21]([C:24](=O)[CH2:25][CH2:26][Cl:27])=[CH:20][CH:19]=1, predict the reaction product. The product is: [Br:17][C:18]1[CH:19]=[CH:20][C:21]([C:24]([CH2:25][CH2:26][Cl:27])=[C:8]([C:10]2[CH:15]=[CH:14][C:13]([F:16])=[CH:12][CH:11]=2)[C:5]2[CH:6]=[CH:7][C:2]([F:1])=[CH:3][CH:4]=2)=[CH:22][CH:23]=1.